Predict the reactants needed to synthesize the given product. From a dataset of Full USPTO retrosynthesis dataset with 1.9M reactions from patents (1976-2016). (1) Given the product [Br-:23].[OH:10][C:9]([C:17]1[CH:22]=[CH:21][CH:20]=[CH:19][CH:18]=1)([C:11]1[CH:12]=[CH:13][CH:14]=[CH:15][CH:16]=1)[C:4]12[CH2:5][CH2:6][N+:1]([CH2:24][CH2:25][O:26][CH2:27][CH2:28][O:29][CH3:30])([CH2:2][CH2:3]1)[CH2:8][CH2:7]2, predict the reactants needed to synthesize it. The reactants are: [N:1]12[CH2:8][CH2:7][C:4]([C:9]([C:17]3[CH:22]=[CH:21][CH:20]=[CH:19][CH:18]=3)([C:11]3[CH:16]=[CH:15][CH:14]=[CH:13][CH:12]=3)[OH:10])([CH2:5][CH2:6]1)[CH2:3][CH2:2]2.[Br:23][CH2:24][CH2:25][O:26][CH2:27][CH2:28][O:29][CH3:30]. (2) Given the product [F:14][C:13]([F:16])([F:15])[C:10]1[N:9]=[CH:8][C:7]([C:24]#[C:23][Si:20]([CH3:22])([CH3:21])[CH3:19])=[CH:12][N:11]=1, predict the reactants needed to synthesize it. The reactants are: FC(F)(F)S(O[C:7]1[CH:8]=[N:9][C:10]([C:13]([F:16])([F:15])[F:14])=[N:11][CH:12]=1)(=O)=O.[CH3:19][Si:20]([C:23]#[CH:24])([CH3:22])[CH3:21].[Al]. (3) Given the product [F:17][C:18]1[C:23]([NH:24]/[CH:14]=[C:5]2\[C:6](=[O:13])[NH:7][C:8](=[O:12])[C:9]3[C:4]\2=[CH:3][C:2]([I:1])=[CH:11][CH:10]=3)=[CH:22][CH:21]=[C:20]([N:25]2[CH2:30][CH2:29][N:28]([CH3:31])[CH2:27][CH2:26]2)[N:19]=1, predict the reactants needed to synthesize it. The reactants are: [I:1][C:2]1[CH:3]=[C:4]2[C:9](=[CH:10][CH:11]=1)[C:8](=[O:12])[NH:7][C:6](=[O:13])/[C:5]/2=[CH:14]/OC.[F:17][C:18]1[C:23]([NH2:24])=[CH:22][CH:21]=[C:20]([N:25]2[CH2:30][CH2:29][N:28]([CH3:31])[CH2:27][CH2:26]2)[N:19]=1.C(N(CC)CC)C. (4) Given the product [ClH:15].[CH3:1][S:2][C:3]1[CH:8]=[CH:7][CH:6]=[CH:5][C:4]=1[NH:9][NH2:10], predict the reactants needed to synthesize it. The reactants are: [CH3:1][S:2][C:3]1[CH:8]=[CH:7][CH:6]=[CH:5][C:4]=1[NH2:9].[N:10]([O-])=O.[Na+].[Sn](Cl)[Cl:15]. (5) Given the product [C:1]([O:5][C:6]([N:8]1[CH2:13][CH2:12][CH:11]([N:14]2[C:22]3[C:17](=[CH:18][CH:19]=[CH:20][CH:21]=3)[CH:16]=[CH:15]2)[CH:10]([CH2:23][OH:34])[CH2:9]1)=[O:7])([CH3:3])([CH3:2])[CH3:4], predict the reactants needed to synthesize it. The reactants are: [C:1]([O:5][C:6]([N:8]1[CH2:13][CH2:12][CH:11]([N:14]2[C:22]3[C:17](=[CH:18][CH:19]=[CH:20][CH:21]=3)[CH:16]=[CH:15]2)[CH:10]([CH2:23]C)[CH2:9]1)=[O:7])([CH3:4])([CH3:3])[CH3:2].[H-].[Al+3].[Li+].[H-].[H-].[H-].C1C[O:34]CC1.